From a dataset of Forward reaction prediction with 1.9M reactions from USPTO patents (1976-2016). Predict the product of the given reaction. (1) Given the reactants [Br:1][C:2]1[C:3](=[O:24])[N:4]([CH2:16][C:17]2[CH:22]=[CH:21][CH:20]=[C:19]([F:23])[CH:18]=2)[CH:5]=[CH:6][C:7]=1[C:8]#[C:9][C:10]1[CH:15]=[CH:14][CH:13]=[CH:12][CH:11]=1.CCO.[H][H], predict the reaction product. The product is: [Br:1][C:2]1[C:3](=[O:24])[N:4]([CH2:16][C:17]2[CH:22]=[CH:21][CH:20]=[C:19]([F:23])[CH:18]=2)[CH:5]=[CH:6][C:7]=1[CH2:8][CH2:9][C:10]1[CH:15]=[CH:14][CH:13]=[CH:12][CH:11]=1. (2) The product is: [C@@H:1]12[CH2:7][C:6](=[CH:8][C:9]([O:11][CH2:19][CH3:20])=[O:10])[C@@H:5]1[CH2:4][CH2:3][CH2:2]2. Given the reactants [C@@H:1]12[CH2:7][C:6](=[CH:8][C:9]([OH:11])=[O:10])[C@@H:5]1[CH2:4][CH2:3][CH2:2]2.S(=O)(=O)(O)O.[OH-].[Na+].[CH3:19][CH2:20]CCCCC, predict the reaction product. (3) The product is: [CH2:13]([N:4]1[C:5]2[C:10](=[CH:9][CH:8]=[CH:7][CH:6]=2)[C:2]([OH:1])=[N:3]1)[C:14]1[CH:19]=[CH:18][CH:17]=[CH:16][CH:15]=1. Given the reactants [OH:1][C:2]1[C:10]2[C:5](=[CH:6][CH:7]=[CH:8][CH:9]=2)[NH:4][N:3]=1.[OH-].[Na+].[CH2:13](Br)[C:14]1[CH:19]=[CH:18][CH:17]=[CH:16][CH:15]=1.C(O)(=O)CC(CC(O)=O)(C(O)=O)O, predict the reaction product. (4) The product is: [CH3:27][C:14]1([N:11]2[CH2:12][CH2:13][NH:8][C@@H:9]([CH3:28])[CH2:10]2)[CH2:19][CH2:18][N:17]([C:20]([O:22][C:23]([CH3:24])([CH3:25])[CH3:26])=[O:21])[CH2:16][CH2:15]1. Given the reactants C([N:8]1[CH2:13][CH2:12][N:11]([C:14]2([CH3:27])[CH2:19][CH2:18][N:17]([C:20]([O:22][C:23]([CH3:26])([CH3:25])[CH3:24])=[O:21])[CH2:16][CH2:15]2)[CH2:10][C@@H:9]1[CH3:28])C1C=CC=CC=1.C(O)(=O)C, predict the reaction product. (5) Given the reactants [Li+].[OH-].[Cl:3][C:4]1[CH:8]=[CH:7][NH:6][C:5]=1[C:9]([O:11]C)=[O:10].C1COCC1.Cl, predict the reaction product. The product is: [Cl:3][C:4]1[CH:8]=[CH:7][NH:6][C:5]=1[C:9]([OH:11])=[O:10]. (6) Given the reactants [CH3:1]CN(C(C)C)C(C)C.[F:10][C:11]1[CH:16]=[CH:15][C:14]([C:17]2[S:21][C:20]([CH3:22])=[N:19][C:18]=2[C:23]([OH:25])=O)=[CH:13][CH:12]=1.CN(C(ON1N=N[C:36]2[CH:37]=[CH:38][CH:39]=[N:40][C:35]1=2)=[N+](C)C)C.F[P-](F)(F)(F)(F)F.C[C:51](N(C)C)=[O:52], predict the reaction product. The product is: [OH:52][CH2:51][C@@H:35]1[C@H:36]([CH3:1])[CH2:37][CH2:38][CH2:39][N:40]1[C:23]([C:18]1[N:19]=[C:20]([CH3:22])[S:21][C:17]=1[C:14]1[CH:13]=[CH:12][C:11]([F:10])=[CH:16][CH:15]=1)=[O:25].